Dataset: Catalyst prediction with 721,799 reactions and 888 catalyst types from USPTO. Task: Predict which catalyst facilitates the given reaction. (1) Reactant: [Cl:1][C:2]1[CH:3]=[C:4]([C@@H:12]([CH2:21][CH:22]2[CH2:26][CH2:25][CH2:24][CH2:23]2)[C:13]([NH:15][C:16]2[CH:20]=[CH:19][NH:18][N:17]=2)=[O:14])[CH:5]=[CH:6][C:7]=1[S:8]([CH3:11])(=[O:10])=[O:9].CN1CCOCC1.[C:34](Cl)(=[O:37])[CH2:35][CH3:36]. Product: [Cl:1][C:2]1[CH:3]=[C:4]([C@@H:12]([CH2:21][CH:22]2[CH2:23][CH2:24][CH2:25][CH2:26]2)[C:13]([NH:15][C:16]2[CH:20]=[CH:19][N:18]([C:34](=[O:37])[CH2:35][CH3:36])[N:17]=2)=[O:14])[CH:5]=[CH:6][C:7]=1[S:8]([CH3:11])(=[O:10])=[O:9]. The catalyst class is: 124. (2) Reactant: F[C:2](F)(F)[C:3](O)=[O:4].[CH3:8][O:9][C:10](=[O:21])[C:11]1[CH:16]=[CH:15][CH:14]=[C:13]([C:17]([NH:19][NH2:20])=[S:18])[CH:12]=1.Cl.C(OC(=N)CCl)C. Product: [CH3:8][O:9][C:10](=[O:21])[C:11]1[CH:16]=[CH:15][CH:14]=[C:13]([C:17]2[S:18][C:2]([CH2:3][OH:4])=[N:20][N:19]=2)[CH:12]=1. The catalyst class is: 351. (3) Reactant: CC(OC([N:8]1[CH2:13][CH2:12][N:11]([S:14]([NH:17][C:18]2[CH:23]=[C:22]([O:24][CH2:25][C:26]([F:29])([F:28])[F:27])[N:21]=[C:20]([S:30][CH2:31][C:32]3[CH:37]=[CH:36][CH:35]=[C:34]([F:38])[C:33]=3[F:39])[N:19]=2)(=[O:16])=[O:15])[CH2:10][CH2:9]1)=O)(C)C.FC(F)(F)C(O)=O. Product: [F:39][C:33]1[C:34]([F:38])=[CH:35][CH:36]=[CH:37][C:32]=1[CH2:31][S:30][C:20]1[N:19]=[C:18]([NH:17][S:14]([N:11]2[CH2:10][CH2:9][NH:8][CH2:13][CH2:12]2)(=[O:15])=[O:16])[CH:23]=[C:22]([O:24][CH2:25][C:26]([F:29])([F:27])[F:28])[N:21]=1. The catalyst class is: 2.